Dataset: Experimentally validated miRNA-target interactions with 360,000+ pairs, plus equal number of negative samples. Task: Binary Classification. Given a miRNA mature sequence and a target amino acid sequence, predict their likelihood of interaction. (1) The miRNA is mmu-miR-466b-3p with sequence AUACAUACACGCACACAUAAGA. The protein sequence of the target gene is MHPRRPEGFDGLGYRGGVRDDPAFGGPFHARSFGSGTELGHWVTTPPDIPGSRNLHWGEKSPSYGVPSAPPTLEGSAEEPFPGGGEGPRPGPSSEQLNRFAGFGIGLASLFTENVLAHPCIVLRRQCQVNYHARHYHLTPFSIINIMYSFNKTQGPRALWKGMGSTFIVQGVTLGAEGIISEFTPLPREVSHKLNPKQIGEHLLLKCLTYMVAMPFYSASLIETVQSEIIRDNTGILECVKEGIGRVIGLGVPHSKRLLPLFSLIFPTVLHGVLHYIISSIIQKIVLLILKRKTYNSHLA.... Result: 1 (interaction). (2) The miRNA is hsa-miR-30a-5p with sequence UGUAAACAUCCUCGACUGGAAG. The protein sequence of the target gene is MLQTKDLIWTLFFLGTAVSLQVDIVPSQGEISVGESKFFLCQVAGDAKDKDISWFSPNGEKLTPNQQRISVVWNDDSSSTLTIYNANIDDAGIYKCVVTGEDGSESEATVNVKIFQKLMFKNAPTPQEFREGEDAVIVCDVVSSLPPTIIWKHKGRDVILKKDVRFIVLSNNYLQIRGIKKTDEGTYRCEGRILARGEINFKDIQVIVNVPPTIQARQNIVNATANLGQSVTLVCDAEGFPEPTMSWTKDGEQIEQEEDDEKYIFSDDSSQLTIKKVDKNDEAEYICIAENKAGEQDATI.... Result: 1 (interaction). (3) The miRNA is hsa-miR-1286 with sequence UGCAGGACCAAGAUGAGCCCU. The protein sequence of the target gene is MRGVSAHGLSHEERRQLAVDLTRVLAHYRSILDAYIIEFFTDSPWGTLPHSWQEALDGLNPPQLATLLLGMPRDGEEMRYRSVWPLTLLALKSTACALAFTRTPGFHTPSEFLENPSQSSRLTAPFRKHVKPKKQHEIRRLGELVKKLSDLTGCTQVVDVGSGQGHLSRFMSLGLGLMVKSLEGNQRLVKRAQHLDQELLKALDKMEKRHPKMVQRGPRHRPHHVVQWVSPTTLCEELLLPLERPGQSSARLLLTGLHACGDLSVALLRHFCCCPEVVALASVGCCYMKLSDPGSYPLSQ.... Result: 0 (no interaction). (4) The miRNA is mmu-miR-466o-3p with sequence UACAUACAUGCACACAUAAGAC. The protein sequence of the target gene is MATPWRRALLMILASQVVTLVKCLEDDDVPEEWLLLHVVQGQIGAGNYSYLRLNHEGKIILRMQSLRGDADLYVSDSTPHPSFDDYELQSVTCGQDVVSIPAHFQRPVGIGIYGHPSHHESDFEMRVYYDRTVDQYPFGEAAYFTDPTGASQQQAYAPEEAAQEEESVLWTILISILKLVLEILF. Result: 0 (no interaction). (5) The miRNA is hsa-miR-513a-3p with sequence UAAAUUUCACCUUUCUGAGAAGG. The protein sequence of the target gene is MDEDGLELQQEPNSFFDATGADGTHMDGDQIVVEVQETVFVSDVVDSDITVHNFVPDDPDSVVIQDVIEDVVIEDVQCPDIMEEADVSETVIIPEQVLDSDVTEEVSLAHCTVPDDVLASDITSASMSMPEHVLTGDSIHVSDVGHVGHVGHVEHVVHDSVVEAEIVTDPLTTDVVSEEVLVADCASEAVIDANGIPVDQQDDDKGNCEDYLMISLDDAGKIEHDGSSGMTMDTESEIDPCKVDGTCPEVIKVYIFKADPGEDDLGGTVDIVESEPENDHGVELLDQNSSIRVPREKMVY.... Result: 0 (no interaction).